This data is from Reaction yield outcomes from USPTO patents with 853,638 reactions. The task is: Predict the reaction yield, written as a fraction of the theoretical maximum amount of product (1.0 means a 100% yield; for example, 0.34 means a 34% yield). (1) The reactants are [NH2:1][C@@H:2]([CH2:42][C:43]1[CH:48]=[CH:47][CH:46]=[CH:45][CH:44]=1)[CH2:3][C@H:4]([OH:41])[C@@H:5]([NH:19][C:20](=[O:40])[C@@H:21]([N:26]1[CH2:30][CH2:29][N:28]([CH2:31][C:32]2[CH:37]=[CH:36][CH:35]=[C:34]([CH3:38])[N:33]=2)[C:27]1=[O:39])[C:22]([CH3:25])([CH3:24])[CH3:23])[CH2:6][C:7]1[CH:12]=[CH:11][C:10]([C:13]2[CH:18]=[CH:17][CH:16]=[CH:15][N:14]=2)=[CH:9][CH:8]=1.[CH3:49][O:50][C:51]([NH:53][C@@H:54]([C:58]([CH3:61])([CH3:60])[CH3:59])[C:55](O)=[O:56])=[O:52].CCOP(ON1N=NC2C=CC=CC=2C1=O)(OCC)=O.C(N(CC)C(C)C)(C)C. The catalyst is C1COCC1. The product is [CH2:42]([C@H:2]([NH:1][C:55]([C@@H:54]([NH:53][C:51](=[O:52])[O:50][CH3:49])[C:58]([CH3:61])([CH3:60])[CH3:59])=[O:56])[CH2:3][C@H:4]([OH:41])[C@@H:5]([NH:19][C:20](=[O:40])[C@@H:21]([N:26]1[CH2:30][CH2:29][N:28]([CH2:31][C:32]2[CH:37]=[CH:36][CH:35]=[C:34]([CH3:38])[N:33]=2)[C:27]1=[O:39])[C:22]([CH3:24])([CH3:23])[CH3:25])[CH2:6][C:7]1[CH:8]=[CH:9][C:10]([C:13]2[CH:18]=[CH:17][CH:16]=[CH:15][N:14]=2)=[CH:11][CH:12]=1)[C:43]1[CH:44]=[CH:45][CH:46]=[CH:47][CH:48]=1. The yield is 0.110. (2) The reactants are [OH:1][C:2]1[CH:25]=[CH:24][CH:23]=[CH:22][C:3]=1[C:4]([NH:6][CH:7]([CH3:21])[CH:8]([NH:10]C(=O)OCC1C=CC=CC=1)[CH3:9])=[O:5]. The catalyst is CO.[Pd]. The product is [NH2:10][CH:8]([CH3:9])[CH:7]([NH:6][C:4](=[O:5])[C:3]1[CH:22]=[CH:23][CH:24]=[CH:25][C:2]=1[OH:1])[CH3:21]. The yield is 0.860.